Dataset: Full USPTO retrosynthesis dataset with 1.9M reactions from patents (1976-2016). Task: Predict the reactants needed to synthesize the given product. Given the product [CH3:46][O:45][C:31]1[CH:30]=[C:29]([NH:28][C:26]2[N:25]=[CH:24][N:23]=[C:22]([C:20]3[CH:19]=[CH:18][C:4]([O:5][C@@H:6]4[CH2:10][CH2:9][NH:8][CH2:7]4)=[C:3]([CH:21]=3)[C:1]#[N:2])[N:27]=2)[CH:34]=[CH:33][C:32]=1[N:35]1[CH2:36][CH2:37][N:38]([CH:41]2[CH2:42][O:43][CH2:44]2)[CH2:39][CH2:40]1, predict the reactants needed to synthesize it. The reactants are: [C:1]([C:3]1[CH:21]=[C:20]([C:22]2[N:27]=[C:26]([NH:28][C:29]3[CH:34]=[CH:33][C:32]([N:35]4[CH2:40][CH2:39][N:38]([CH:41]5[CH2:44][O:43][CH2:42]5)[CH2:37][CH2:36]4)=[C:31]([O:45][CH3:46])[CH:30]=3)[N:25]=[CH:24][N:23]=2)[CH:19]=[CH:18][C:4]=1[O:5][C@@H:6]1[CH2:10][CH2:9][N:8](C(OC(C)(C)C)=O)[CH2:7]1)#[N:2].FC(F)(F)C(O)=O.